Dataset: Reaction yield outcomes from USPTO patents with 853,638 reactions. Task: Predict the reaction yield, written as a fraction of the theoretical maximum amount of product (1.0 means a 100% yield; for example, 0.34 means a 34% yield). (1) The reactants are CN(C)C=O.P(Cl)(Cl)([Cl:8])=O.[CH3:11][O:12][C:13]1[C:30]([O:31][CH3:32])=[C:29]([O:33][CH3:34])[CH:28]=[C:27]([CH3:35])[C:14]=1[C:15]([C:17]1[C:22]([O:23][CH3:24])=[CH:21][N+:20]([O-])=[CH:19][C:18]=1[Cl:26])=[O:16]. The catalyst is C1(C)C=CC=CC=1. The product is [CH3:11][O:12][C:13]1[C:30]([O:31][CH3:32])=[C:29]([O:33][CH3:34])[CH:28]=[C:27]([CH3:35])[C:14]=1[C:15]([C:17]1[C:22]([O:23][CH3:24])=[CH:21][N:20]=[C:19]([Cl:8])[C:18]=1[Cl:26])=[O:16]. The yield is 0.760. (2) The reactants are [CH3:1][NH:2][CH2:3][CH2:4][C:5]#[C:6][C:7]1[CH:12]=[CH:11][CH:10]=[CH:9][N:8]=1.[F:13][C:14]([F:25])([F:24])[C:15]1[CH:23]=[CH:22][CH:21]=[CH:20][C:16]=1[C:17](Cl)=[O:18]. No catalyst specified. The product is [CH3:1][N:2]([CH2:3][CH2:4][C:5]#[C:6][C:7]1[CH:12]=[CH:11][CH:10]=[CH:9][N:8]=1)[C:17](=[O:18])[C:16]1[CH:20]=[CH:21][CH:22]=[CH:23][C:15]=1[C:14]([F:13])([F:24])[F:25]. The yield is 0.610. (3) The reactants are [C:1]([C:3]1[CH:4]=[CH:5][C:6]2[O:11][CH2:10][C:9](=[O:12])[N:8]([CH2:13][CH2:14][N:15]3[CH2:20][CH:19]4[CH:17]([CH:18]4[NH:21]C(=O)OC(C)(C)C)[CH2:16]3)[C:7]=2[CH:29]=1)#[N:2].NC1CCN(CCN2C3C(=CC=C(C#N)C=3)C=CC2=O)CC1. No catalyst specified. The product is [NH2:21][CH:18]1[CH:19]2[CH:17]1[CH2:16][N:15]([CH2:14][CH2:13][N:8]1[C:7]3[CH:29]=[C:3]([C:1]#[N:2])[CH:4]=[CH:5][C:6]=3[O:11][CH2:10][C:9]1=[O:12])[CH2:20]2. The yield is 1.00. (4) The reactants are [NH2:1][C:2]1[C:7]([S:8](Cl)(=[O:10])=[O:9])=[CH:6][C:5]([Br:12])=[CH:4][N:3]=1.[N:13]1[CH:18]=CC=C[CH:14]=1.CNC.C1COCC1. The catalyst is O1CCOCC1. The product is [NH2:1][C:2]1[C:7]([S:8]([N:13]([CH3:18])[CH3:14])(=[O:10])=[O:9])=[CH:6][C:5]([Br:12])=[CH:4][N:3]=1. The yield is 0.550.